This data is from Full USPTO retrosynthesis dataset with 1.9M reactions from patents (1976-2016). The task is: Predict the reactants needed to synthesize the given product. (1) Given the product [CH3:3][CH:2]([C@@:4]12[C@@H:19]([OH:20])[C@:18]34[O:21][C@H:17]3[CH2:16][C@H:15]3[C:14]5[CH2:22][O:23][C:24](=[O:25])[C:13]=5[CH2:12][C@@H:11]([OH:28])[C@:10]3([CH3:26])[C@:8]34[O:9][C@H:7]3[C@@H:5]1[O:6]2)[CH3:1].[CH3:26][C@@:10]12[C@:8]34[O:9][C@H:7]3[C@@H:5]3[O:6][C@:4]3([C:2]([OH:28])([CH3:1])[CH3:3])[C@@H:19]([OH:20])[C@:18]34[O:21][C@H:17]3[CH2:16][C@H:15]1[C:14]1[CH2:22][O:23][C:24](=[O:25])[C:13]=1[CH2:12][CH2:11]2.[CH3:3][CH:2]([C@@:4]12[C@@H:19]([OH:20])[C@:18]34[O:21][C@H:17]3[CH2:16][C@@H:15]3[C@:10]([CH3:26])([CH2:11][CH2:12][C:13]5[C:24](=[O:25])[O:23][C@@H:22]([OH:28])[C:14]=53)[C@:8]34[O:9][C@H:7]3[C@@H:5]1[O:6]2)[CH3:1].[CH3:3][CH:2]([C@@:4]12[C@@H:19]([OH:20])[C@:18]34[O:21][C@H:17]3[CH2:16][C@@H:15]3[C@:10]([CH3:26])([CH2:11][CH2:12][C:13]5[C:24](=[O:25])[O:23][C@H:22]([OH:28])[C:14]=53)[C@:8]34[O:9][C@H:7]3[C@@H:5]1[O:6]2)[CH3:1], predict the reactants needed to synthesize it. The reactants are: [CH3:1][CH:2]([C@@:4]12[C@@H:19]([OH:20])[C@:18]34[O:21][C@H:17]3[CH2:16][C@@H:15]3[C@:10]([CH3:26])([CH2:11][CH2:12][C:13]5[C:24](=[O:25])[O:23][CH2:22][C:14]=53)[C@:8]34[O:9][C@H:7]3[C@@H:5]1[O:6]2)[CH3:3].[Se](=O)=[O:28]. (2) Given the product [F:28][C:2]([F:27])([F:1])[C@H:3]1[CH2:4][CH2:5][C@H:6]([NH:9][C:10]([C:11]2[C:12]([N:19]3[CH2:24][CH2:23][CH:22]([F:25])[CH2:21][CH2:20]3)=[CH:13][C:14]3[NH:18][C:45]([NH:44][C:43]4[C:42]([F:47])=[CH:41][CH:40]=[C:31]([CH2:32][NH:33][C:34](=[O:39])[C:35]([CH3:36])([CH3:37])[CH3:38])[C:30]=4[F:29])=[N:17][C:15]=3[CH:16]=2)=[O:26])[CH2:7][CH2:8]1, predict the reactants needed to synthesize it. The reactants are: [F:1][C:2]([F:28])([F:27])[C@H:3]1[CH2:8][CH2:7][C@H:6]([NH:9][C:10](=[O:26])[C:11]2[CH:16]=[C:15]([NH2:17])[C:14]([NH2:18])=[CH:13][C:12]=2[N:19]2[CH2:24][CH2:23][CH:22]([F:25])[CH2:21][CH2:20]2)[CH2:5][CH2:4]1.[F:29][C:30]1[C:43]([N:44]=[C:45]=S)=[C:42]([F:47])[CH:41]=[CH:40][C:31]=1[CH2:32][NH:33][C:34](=[O:39])[C:35]([CH3:38])([CH3:37])[CH3:36].CC(C)N=C=NC(C)C. (3) Given the product [Cl:1][C:2]1[CH:3]=[C:4]([CH:23]=[CH:24][CH:25]=1)[O:5][C:6]1[C:11]([O:12][CH2:13][CH2:14][CH2:15][C:16]2[CH:21]=[CH:20][N:19]=[CH:18][C:17]=2[NH:22][S:28]([CH3:26])(=[O:30])=[O:29])=[CH:10][CH:9]=[CH:8][N:7]=1, predict the reactants needed to synthesize it. The reactants are: [Cl:1][C:2]1[CH:3]=[C:4]([CH:23]=[CH:24][CH:25]=1)[O:5][C:6]1[C:11]([O:12][CH2:13][CH2:14][CH2:15][C:16]2[CH:21]=[CH:20][N:19]=[CH:18][C:17]=2[NH2:22])=[CH:10][CH:9]=[CH:8][N:7]=1.[CH2:26]([S:28](Cl)(=[O:30])=[O:29])C.